Task: Predict the reaction yield, written as a fraction of the theoretical maximum amount of product (1.0 means a 100% yield; for example, 0.34 means a 34% yield).. Dataset: Reaction yield outcomes from USPTO patents with 853,638 reactions (1) The reactants are [Cl:1][C:2]1[C:3]([N:19]2[CH2:24][CH2:23][CH2:22][C@@H:21]([NH:25]C(=O)OC(C)(C)C)[CH2:20]2)=[C:4]2[C:10]([NH:11][C:12]([N:14]3[CH2:18][CH2:17][CH2:16][CH2:15]3)=[O:13])=[CH:9][NH:8][C:5]2=[N:6][CH:7]=1. The catalyst is C(O)(C(F)(F)F)=O. The product is [ClH:1].[NH2:25][C@@H:21]1[CH2:22][CH2:23][CH2:24][N:19]([C:3]2[C:2]([Cl:1])=[CH:7][N:6]=[C:5]3[NH:8][CH:9]=[C:10]([NH:11][C:12]([N:14]4[CH2:18][CH2:17][CH2:16][CH2:15]4)=[O:13])[C:4]=23)[CH2:20]1. The yield is 0.910. (2) The reactants are [S:1]([C:12]1[C:17]([C:18](O)=[O:19])=[CH:16][C:15]([Cl:21])=[CH:14][CH:13]=1)[C:2]1[C:7]([C:8](O)=[O:9])=[CH:6][C:5]([Cl:11])=[CH:4][CH:3]=1.C(C1C=CC=C([N+]([O-])=O)C=1SC1C=CC(F)=CC=1C(O)=O)(O)=O.B. No catalyst specified. The product is [Cl:11][C:5]1[CH:4]=[CH:3][C:2]([S:1][C:12]2[C:17]([CH2:18][OH:19])=[CH:16][C:15]([Cl:21])=[CH:14][CH:13]=2)=[C:7]([CH2:8][OH:9])[CH:6]=1. The yield is 0.980. (3) The product is [Br:1][C:2]1[CH:3]=[C:4]([N:8]2[CH2:12][CH2:11][C:10]([CH3:15])([CH3:14])[CH2:9]2)[CH:5]=[CH:6][CH:7]=1. The catalyst is C1COCC1.CSC.C(Cl)Cl. The yield is 0.750. The reactants are [Br:1][C:2]1[CH:3]=[C:4]([N:8]2[C:12](=O)[CH2:11][C:10]([CH3:15])([CH3:14])[C:9]2=O)[CH:5]=[CH:6][CH:7]=1.B.CO.O. (4) The reactants are [Br:1][C:2]1[CH:3]=[C:4]2[C:9](=[CH:10][CH:11]=1)[N:8]=[CH:7][CH:6]=[C:5]2[Cl:12].Cl.C(OCC)C. The catalyst is C1COCC1. The product is [ClH:12].[Br:1][C:2]1[CH:3]=[C:4]2[C:9](=[CH:10][CH:11]=1)[N:8]=[CH:7][CH:6]=[C:5]2[Cl:12]. The yield is 1.00.